Dataset: Forward reaction prediction with 1.9M reactions from USPTO patents (1976-2016). Task: Predict the product of the given reaction. Given the reactants [C:1]([O:4][C@@H:5]1[O:18][C@H:17]([CH2:19][O:20]C(=O)C)[C@@H:12]([O:13]C(=O)C)[C@H:7]([O:8]C(=O)C)[C@H:6]1[F:24])(=O)C, predict the reaction product. The product is: [F:24][C@@H:6]1[C@@H:7]([OH:8])[C@H:12]([OH:13])[C@@H:17]([CH2:19][OH:20])[O:18][CH:5]1[O:4][CH3:1].